This data is from Reaction yield outcomes from USPTO patents with 853,638 reactions. The task is: Predict the reaction yield, written as a fraction of the theoretical maximum amount of product (1.0 means a 100% yield; for example, 0.34 means a 34% yield). (1) The reactants are [CH:1]([N:4]1[CH2:9][CH2:8][CH:7]([O:10][C:11]2[CH:19]=[CH:18][C:17]3[N:16]4[CH2:20][C@@H:21]([CH3:25])[NH:22][C:23](=[O:24])[C:15]4=[CH:14][C:13]=3[CH:12]=2)[CH2:6][CH2:5]1)([CH3:3])[CH3:2].[CH3:26][O:27][CH2:28][CH2:29]Br.[H-].[Na+]. No catalyst specified. The product is [CH:1]([N:4]1[CH2:9][CH2:8][CH:7]([O:10][C:11]2[CH:19]=[CH:18][C:17]3[N:16]4[CH2:20][C@@H:21]([CH3:25])[N:22]([CH2:29][CH2:28][O:27][CH3:26])[C:23](=[O:24])[C:15]4=[CH:14][C:13]=3[CH:12]=2)[CH2:6][CH2:5]1)([CH3:3])[CH3:2]. The yield is 0.490. (2) The reactants are [C:1]1([CH:13]2[CH2:18][CH2:17][N:16](C(OCC3C=CC=CC=3)=O)[CH2:15][CH2:14]2)[N:5]2[C:6]3[CH:12]=[CH:11][NH:10][C:7]=3[N:8]=[CH:9][C:4]2=[N:3][N:2]=1. The catalyst is CO.[Pd]. The product is [NH:16]1[CH2:15][CH2:14][CH:13]([C:1]2[N:5]3[C:6]4[CH:12]=[CH:11][NH:10][C:7]=4[N:8]=[CH:9][C:4]3=[N:3][N:2]=2)[CH2:18][CH2:17]1. The yield is 0.770. (3) The reactants are C(O[C:9]1[C:14](I)=[CH:13][CH:12]=[CH:11][C:10]=1[C:16]([F:19])([F:18])[F:17])C1C=CC=CC=1.[CH:20]([Mg]Cl)([CH3:22])[CH3:21].C(OCC)C.[B:30]([O:35]C)([O:33]C)OC.Cl.[O:38]1[CH2:42][CH2:41][CH2:40][CH2:39]1. No catalyst specified. The product is [CH2:42]([O:38][C:13]1[CH:14]=[CH:9][C:10]([C:16]([F:17])([F:19])[F:18])=[CH:11][C:12]=1[B:30]([OH:33])[OH:35])[C:41]1[CH:22]=[CH:20][CH:21]=[CH:39][CH:40]=1. The yield is 0.650.